This data is from Forward reaction prediction with 1.9M reactions from USPTO patents (1976-2016). The task is: Predict the product of the given reaction. (1) The product is: [CH3:30][C@@:11]12[CH2:12][CH2:13][C@@H:14]3[C@:19]([CH3:27])([CH2:18][CH2:17][CH2:16][C:15]3([CH3:29])[CH3:28])[C@H:20]1[CH2:21][S:22][C:23]1[C:10]2=[C:9]([OH:8])[CH:26]=[CH:25][CH:24]=1. Given the reactants [H-].[Li+].CCCS.C[O:8][C:9]1[CH:26]=[CH:25][CH:24]=[C:23]2[C:10]=1[C@@:11]1([CH3:30])[C@H:20]([CH2:21][S:22]2)[C@:19]2([CH3:27])[C@H:14]([C:15]([CH3:29])([CH3:28])[CH2:16][CH2:17][CH2:18]2)[CH2:13][CH2:12]1, predict the reaction product. (2) Given the reactants COC1C=CC(C[N:8]2[C:12]([N:13](CC3C=CC(OC)=CC=3)CC3C=CC(OC)=CC=3)=[N:11][C:10]([NH:32][C:33]3[CH:38]=[CH:37][CH:36]=[C:35]([CH2:39][C:40]([F:43])([F:42])[F:41])[CH:34]=3)=[N:9]2)=CC=1.C(O)(C(F)(F)F)=O, predict the reaction product. The product is: [F:43][C:40]([F:41])([F:42])[CH2:39][C:35]1[CH:34]=[C:33]([NH:32][C:10]2[N:11]=[C:12]([NH2:13])[NH:8][N:9]=2)[CH:38]=[CH:37][CH:36]=1. (3) The product is: [CH3:1][O:2][C:3](=[O:22])[CH2:4][C:5]1[CH:10]=[C:9]([S:30]([C:28]2[S:29][C:25]([CH3:24])=[C:26]([C:33]3[CH:34]=[CH:35][C:36]([O:39][C:40]([F:43])([F:41])[F:42])=[CH:37][CH:38]=3)[CH:27]=2)(=[O:32])=[O:31])[CH:8]=[C:7]([O:19][CH2:20][CH3:21])[CH:6]=1. Given the reactants [CH3:1][O:2][C:3](=[O:22])[CH2:4][C:5]1[CH:10]=[C:9](OS(C(F)(F)F)(=O)=O)[CH:8]=[C:7]([O:19][CH2:20][CH3:21])[CH:6]=1.[Na+].[CH3:24][C:25]1[S:29][C:28]([S:30]([O-:32])=[O:31])=[CH:27][C:26]=1[C:33]1[CH:38]=[CH:37][C:36]([O:39][C:40]([F:43])([F:42])[F:41])=[CH:35][CH:34]=1.C(=O)([O-])[O-].[Cs+].[Cs+].CC1(C)C2C(=C(P(C3C=CC=CC=3)C3C=CC=CC=3)C=CC=2)OC2C(P(C3C=CC=CC=3)C3C=CC=CC=3)=CC=CC1=2.C1(C)C=CC=CC=1, predict the reaction product. (4) Given the reactants [NH:1]1[CH2:6][CH2:5][S:4][C:3]2[N:7]=[CH:8][C:9]([N:11]3[CH2:16][CH2:15][O:14][CH2:13][CH2:12]3)=[CH:10][C:2]1=2.Cl[C:18]1[C:27]2[C:22](=[CH:23][C:24]([F:28])=[CH:25][CH:26]=2)[N:21]=[C:20]([C:29]2[CH:34]=[CH:33][CH:32]=[CH:31][N:30]=2)[C:19]=1[CH3:35].CC(C)([O-])C.[Na+], predict the reaction product. The product is: [F:28][C:24]1[CH:23]=[C:22]2[C:27]([C:18]([N:1]3[CH2:6][CH2:5][S:4][C:3]4[N:7]=[CH:8][C:9]([N:11]5[CH2:12][CH2:13][O:14][CH2:15][CH2:16]5)=[CH:10][C:2]3=4)=[C:19]([CH3:35])[C:20]([C:29]3[CH:34]=[CH:33][CH:32]=[CH:31][N:30]=3)=[N:21]2)=[CH:26][CH:25]=1. (5) Given the reactants [Cl:1][C:2]1[C:3]([F:34])=[C:4]([CH:31]=[CH:32][CH:33]=1)[NH:5][C:6]1[C:15]2[C:10](=[CH:11][C:12]([O:29][CH3:30])=[C:13]([O:16][C@H:17]3[CH2:21][CH2:20][N:19](C(OC(C)(C)C)=O)[CH2:18]3)[CH:14]=2)[N:9]=[CH:8][N:7]=1.Cl, predict the reaction product. The product is: [ClH:1].[Cl:1][C:2]1[C:3]([F:34])=[C:4]([CH:31]=[CH:32][CH:33]=1)[NH:5][C:6]1[C:15]2[C:10](=[CH:11][C:12]([O:29][CH3:30])=[C:13]([O:16][C@H:17]3[CH2:21][CH2:20][NH:19][CH2:18]3)[CH:14]=2)[N:9]=[CH:8][N:7]=1. (6) Given the reactants ClC1C(C)=C(S(O[C@H:12]([CH3:31])[CH2:13][C:14]2[N:18]=[C:17]([NH:19][S:20]([C:23]3[CH:28]=[CH:27][CH:26]=[C:25]([Cl:29])[C:24]=3[CH3:30])(=[O:22])=[O:21])[S:16][N:15]=2)(=O)=O)C=CC=1.[F:33][C:34]1[CH:35]=[C:36]([SH:40])[CH:37]=[CH:38][CH:39]=1.C(=O)([O-])[O-].[Na+].[Na+], predict the reaction product. The product is: [Cl:29][C:25]1[C:24]([CH3:30])=[C:23]([S:20]([NH:19][C:17]2[S:16][N:15]=[C:14]([CH2:13][C@H:12]([S:40][C:36]3[CH:37]=[CH:38][CH:39]=[C:34]([F:33])[CH:35]=3)[CH3:31])[N:18]=2)(=[O:21])=[O:22])[CH:28]=[CH:27][CH:26]=1. (7) Given the reactants [CH3:1][N:2]([CH3:14])[C:3]1[CH:4]=[C:5]2[C:10](=[CH:11][CH:12]=1)[C:9](=[O:13])[NH:8][CH2:7][CH2:6]2.[Br:15][C:16]1[CH:26]=[CH:25][CH:24]=[C:23](Br)[C:17]=1[CH2:18][O:19][C:20](=[O:22])[CH3:21].C(=O)([O-])[O-].[K+].[K+], predict the reaction product. The product is: [Br:15][C:16]1[CH:26]=[CH:25][CH:24]=[C:23]([N:8]2[CH2:7][CH2:6][C:5]3[C:10](=[CH:11][CH:12]=[C:3]([N:2]([CH3:14])[CH3:1])[CH:4]=3)[C:9]2=[O:13])[C:17]=1[CH2:18][O:19][C:20](=[O:22])[CH3:21].